Task: Predict hERG channel inhibition at various concentrations.. Dataset: hERG Central: cardiac toxicity at 1µM, 10µM, and general inhibition (1) The drug is COc1cccc(C(=O)NC2CCN(CC(=O)Nc3ccccc3Cl)CC2)c1. Results: hERG_inhib (hERG inhibition (general)): blocker. (2) The compound is CCCc1c(O)nc(SCCN(CC)CC)n(C(=O)c2ccccc2)c1=O.Cl. Results: hERG_inhib (hERG inhibition (general)): blocker. (3) The molecule is O=C(NCC(c1ccco1)N1CCCC1)c1ccc(Cl)c(S(=O)(=O)N2CCc3ccccc32)c1. Results: hERG_inhib (hERG inhibition (general)): blocker. (4) The compound is O=C(COc1ccc(Br)cc1Cl)NC1CCN(Cc2ccccc2)CC1. Results: hERG_inhib (hERG inhibition (general)): blocker. (5) The compound is O=[N+]([O-])c1ccc(S(=O)(=O)NCCCc2ccccc2)cc1. Results: hERG_inhib (hERG inhibition (general)): blocker.